Task: Regression. Given two drug SMILES strings and cell line genomic features, predict the synergy score measuring deviation from expected non-interaction effect.. Dataset: NCI-60 drug combinations with 297,098 pairs across 59 cell lines (1) Drug 1: CCC1=CC2CC(C3=C(CN(C2)C1)C4=CC=CC=C4N3)(C5=C(C=C6C(=C5)C78CCN9C7C(C=CC9)(C(C(C8N6C)(C(=O)OC)O)OC(=O)C)CC)OC)C(=O)OC.C(C(C(=O)O)O)(C(=O)O)O. Drug 2: CCCCCOC(=O)NC1=NC(=O)N(C=C1F)C2C(C(C(O2)C)O)O. Cell line: CCRF-CEM. Synergy scores: CSS=43.5, Synergy_ZIP=-1.53, Synergy_Bliss=0.872, Synergy_Loewe=-37.6, Synergy_HSA=2.52. (2) Drug 1: CC1=CC=C(C=C1)C2=CC(=NN2C3=CC=C(C=C3)S(=O)(=O)N)C(F)(F)F. Drug 2: C1C(C(OC1N2C=NC3=C(N=C(N=C32)Cl)N)CO)O. Cell line: LOX IMVI. Synergy scores: CSS=23.7, Synergy_ZIP=-6.58, Synergy_Bliss=0.273, Synergy_Loewe=-12.8, Synergy_HSA=0.116. (3) Drug 1: CC12CCC3C(C1CCC2=O)CC(=C)C4=CC(=O)C=CC34C. Drug 2: CCC1(CC2CC(C3=C(CCN(C2)C1)C4=CC=CC=C4N3)(C5=C(C=C6C(=C5)C78CCN9C7C(C=CC9)(C(C(C8N6C=O)(C(=O)OC)O)OC(=O)C)CC)OC)C(=O)OC)O.OS(=O)(=O)O. Cell line: PC-3. Synergy scores: CSS=36.9, Synergy_ZIP=0.303, Synergy_Bliss=4.56, Synergy_Loewe=1.31, Synergy_HSA=5.37. (4) Drug 1: CC1C(C(CC(O1)OC2CC(CC3=C2C(=C4C(=C3O)C(=O)C5=C(C4=O)C(=CC=C5)OC)O)(C(=O)CO)O)N)O.Cl. Drug 2: C1CC(=O)NC(=O)C1N2CC3=C(C2=O)C=CC=C3N. Cell line: A549. Synergy scores: CSS=24.3, Synergy_ZIP=-7.53, Synergy_Bliss=0.315, Synergy_Loewe=-6.26, Synergy_HSA=0.970. (5) Drug 1: CC1=CC2C(CCC3(C2CCC3(C(=O)C)OC(=O)C)C)C4(C1=CC(=O)CC4)C. Drug 2: CN(CC1=CN=C2C(=N1)C(=NC(=N2)N)N)C3=CC=C(C=C3)C(=O)NC(CCC(=O)O)C(=O)O. Cell line: 786-0. Synergy scores: CSS=20.0, Synergy_ZIP=0.376, Synergy_Bliss=-2.67, Synergy_Loewe=-19.2, Synergy_HSA=-7.84. (6) Drug 1: CCC(=C(C1=CC=CC=C1)C2=CC=C(C=C2)OCCN(C)C)C3=CC=CC=C3.C(C(=O)O)C(CC(=O)O)(C(=O)O)O. Drug 2: CC1CCCC2(C(O2)CC(NC(=O)CC(C(C(=O)C(C1O)C)(C)C)O)C(=CC3=CSC(=N3)C)C)C. Cell line: CCRF-CEM. Synergy scores: CSS=59.8, Synergy_ZIP=-0.426, Synergy_Bliss=-1.15, Synergy_Loewe=-30.9, Synergy_HSA=-0.535.